The task is: Binary Classification. Given a miRNA mature sequence and a target amino acid sequence, predict their likelihood of interaction.. This data is from Experimentally validated miRNA-target interactions with 360,000+ pairs, plus equal number of negative samples. (1) The miRNA is hsa-miR-3123 with sequence CAGAGAAUUGUUUAAUC. The protein sequence of the target gene is MPYFTRLILFLFCLMVLVESRKPKRKRWTGQVEMPKPSHLYKKNLDVTKIRKGKPQQLLRVDEHDFSMRPAFGGPAIPVGVDVQVESLDSISEVDMDFTMTLYLRHYWKDERLAFSSASNKSMTFDGRLVKKIWVPDVFFVHSKRSFTHDTTTDNIMLRVFPDGHVLYSMRITVTAMCNMDFSHFPLDSQTCSLELESYAYTDEDLMLYWKNGDESLKTDEKISLSQFLIQKFHTTSRLAFYSSTGWYNRLYINFTLRRHIFFFLLQTYFPATLMVMLSWVSFWIDRRAVPARVSLGITT.... Result: 0 (no interaction). (2) The miRNA is hsa-miR-1231 with sequence GUGUCUGGGCGGACAGCUGC. The protein sequence of the target gene is MADAAPQLGKRKRELDVEEAHAASTEEKEAGVGNGTCAPVRLPFSGFRLQKVLRESARDKIIFLHGKVNEASGDGDGEDAVVILEKTPFQVEQVAQLLTGSPELQLQFSNDIYSTYHLFPPRQLNDVKTTVVYPATEKHLQKYLRQDLRLIRETGDDYRNITLPHLESQSLSIQWVYNILDKKAEADRIVFENPDPSDGFVLIPDLKWNQQQLDDLYLIAICHRRGIRSLRDLTPEHLPLLRNILHQGQEAILQRYRMKGDHLRVYLHYLPSYYHLHVHFTALGFEAPGSGVERAHLLAE.... Result: 0 (no interaction). (3) The miRNA is hsa-miR-7515 with sequence AGAAGGGAAGAUGGUGAC. The protein sequence of the target gene is MPAPIRLRELIRTIRTARTQAEEREMIQKECAAIRSSFREEDNTYRCRNVAKLLYMHMLGYPAHFGQLECLKLIASQKFTDKRIGYLGAMLLLDERQDVHLLMTNCIKNDLNHSTQFVQGLALCTLGCMGSSEMCRDLAGEVEKLLKTSNSYLRKKAALCAVHVIRKVPELMEMFLPATKNLLNEKNHGVLHTSVVLLTEMCERSPDMLAHFRKLVPQLVRILKNLIMSGYSPEHDVSGISDPFLQVRILRLLRILGRNDDDSSEAMNDILAQVATNTETSKNVGNAILYETVLTIMDIK.... Result: 0 (no interaction). (4) The miRNA is hsa-miR-4680-3p with sequence UCUGAAUUGUAAGAGUUGUUA. The protein sequence of the target gene is MFHSPRRLCSALLQRDAPGLRRLPAPGLRRPLSPPAAVPRPASPRLLAAASAASGAARSCSRTVCSMGTGTSRLYSALAKTLNSSAASQHPEYLVSPDPEHLEPIDPKELLEECRAVLHTRPPRFQRDFVDLRTDCPSTHPPIRVMQWNILAQALGEGKDNFVQCPVEALKWEERKCLILEEILAYQPDILCLQEVDHYFDTFQPLLSRLGYQGTFFPKPWSPCLDVEHNNGPDGCALFFLQNRFKLVNSANIRLTAMTLKTNQVAIAQTLECKESGRQFCIAVTHLKARTGWERFRSAQ.... Result: 0 (no interaction). (5) The miRNA is mmu-miR-466e-5p with sequence GAUGUGUGUGUACAUGUACAUA. The protein sequence of the target gene is MTEVQAMVEFSVELNKFYNVDLFQRGFYQIRASMKIPARIPHRVEASLLHATGMTLAFPASVHDALVCSKTFQILYKNEEVVLNDVMIFKVKMLLDERKIEETLEEISFLLSLGLHFTDGDYSADDLNALQLISSRTLKLHYSICRGLHHHANVMFDYFHLSVVSVTVHASLVALHQPLISFPRPVKTTWLNRNAPAQSKDSAIPTLESVVFGINYTKQLSPDGCSFLIAESFLHHAYHFHYTLCATLLLAFKGLHSYFITVTEEIPSCQKLDLEEMDVEARLTELCEEVKKVENPDELA.... Result: 0 (no interaction). (6) The miRNA is hsa-miR-4531 with sequence AUGGAGAAGGCUUCUGA. The protein sequence of the target gene is METWRCVRRGYGRCVAGRGRYSMFPYPLKSLGRDWTTPWEDLQKYCWRRHISSCLRWPGHYSRAPYPYFSSRHFSLNCRPPFLFESGTQFQYYNWRSDHLSNASLIHLSRHVMTSDRDEPLSKRRKHQGTIKRNWEYLCSHNKENTKDLEDRNVDSTCEDREDKFDFSVMSYNILSQDLLEDNSHLYRHCRRPVLHWSFRFPNILKEIKHFDADVLCLQEVQEDHYGTEIRPSLESLGYHCEYKMKTGRKPDGCAICFKHSRFSLLSVNPVEFCRRDIPLLDRDNIGLVLLLQPKIPRAA.... Result: 0 (no interaction). (7) The miRNA is hsa-miR-16-5p with sequence UAGCAGCACGUAAAUAUUGGCG. The protein sequence of the target gene is MLACLTRGNLLDVLQEGFNEQQLQAYVAWVNAQLKKRPAVKPVQDLRQDLRDGVILAYLIEIVAGEKLSGVQLSPGNQQEMKNNVEKVLQFVASKKIRMHQTSAKDIVDGNLKSIMRLVLALAAHFKPGSSRTVNQGRDSRAPLQSHRPHCATAVAQGAAAALADVCHDMSRSGRDVFRYRQRNSSMDEEIENPYWSVRALVQQYEGQQRSPSESSCSSLTSPSPIHSAKSESIITQSEEKADFVIIPAEGIENRTEGTDSPLSRDWRPGSPGTYLETSWEEQLLEQQEYLEKEMEEAKK.... Result: 1 (interaction). (8) The miRNA is hsa-miR-3670 with sequence AGAGCUCACAGCUGUCCUUCUCUA. The protein sequence of the target gene is MAGLSDLELRRELQALGFQPGPITDTTRDVYRNKLRRLRGEARLRDEERLREEARPRGEERLREEARLREDAPLRARPAAASPRAEPWLSQPASGSAYATPGAYGDIRPSAASWVGSRGLAYPARPAQLRRRASVRGSSEEDEDARTPDRATQGPGLAARRWWAASPAPARLPSSLLGPDPRPGLRATRAGPAGAARARPEVGRRLERWLSRLLLWASLGLLLVFLGILWVKMGKPSAPQEAEDNMKLLPVDCERKTDEFCQAKQKAALLELLHELYNFLAIQAGNFECGNPENLKSKCI.... Result: 0 (no interaction). (9) The miRNA is hsa-miR-6792-5p with sequence GUAAGCAGGGGCUCUGGGUGA. The protein sequence of the target gene is MVDIIFHYPFLGAMGDHSKKKPGTAMCVGCGSQIHDQFILRVSPDLEWHAACLKCAECSQYLDETCTCFVRDGKTYCKRDYVRLFGIKCAKCQVGFSSSDLVMRARDSVYHIECFRCSVCSRQLLPGDEFSLREHELLCRADHGLLLERAAAGSPRSPGPLPGARGLHLPDAGSGRQPALRPHVHKQTEKTTRVRTVLNEKQLHTLRTCYAANPRPDALMKEQLVEMTGLSPRVIRVWFQNKRCKDKKKSILMKQLQQQQHSDKTSLQGLTGTPLVAGSPIRHENAVQGSAVEVQTYQPP.... Result: 1 (interaction). (10) The miRNA is hsa-miR-6873-3p with sequence UUCUCUCUGUCUUUCUCUCUCAG. The protein sequence of the target gene is MATSRASSRSHRDITNVMQRLQDEQEIVQKRTFTKWINSHLAKRKPPMVVDDLFEDMKDGIKLLALLEVLSGQKLPCEQGHRVKRIHAVANIGTALKFLEGRKIKLVNINATDIADGRPSIVLGLMWTIILYFQIEELTSNLPQLQSLSSSASSVDSMVSTETASPPSKRKVAAKIQGNAKKTLLKWVQHTAGKQMGIEVKDFGKSWRTGLAFHSVIHAIQPELVDLEKVKTRSNRENLEDAFTIAETQLGIPRLLDPEDVDVDKPDEKSIMTYVAQFLTQYPDIHGAGCDGQEDDVVFV.... Result: 0 (no interaction).